Dataset: Reaction yield outcomes from USPTO patents with 853,638 reactions. Task: Predict the reaction yield, written as a fraction of the theoretical maximum amount of product (1.0 means a 100% yield; for example, 0.34 means a 34% yield). (1) The yield is 0.690. The product is [I:11][C:8]1[C:5]2[CH:6]=[N:7][C:2]([CH3:1])=[CH:3][C:4]=2[NH:10][N:9]=1. The reactants are [CH3:1][C:2]1[N:7]=[CH:6][C:5]2[CH:8]=[N:9][NH:10][C:4]=2[CH:3]=1.[I:11]I.[OH-].[K+]. The catalyst is CN(C=O)C. (2) The reactants are [N+:1]([CH2:4][CH2:5][O:6][CH:7]1[CH2:12][CH2:11][CH2:10][CH2:9][O:8]1)([O-:3])=O.[C:13]([O:17][C:18]([N:20]1[CH2:24][CH2:23][CH2:22][C@H:21]1[CH2:25][O:26][C:27]1[CH:28]=[N:29][CH:30]=[C:31]([C:33]#[CH:34])[CH:32]=1)=[O:19])([CH3:16])([CH3:15])[CH3:14].C1(N=C=O)C=CC=CC=1.C(N(CC)CC)C. The catalyst is C1C=CC=CC=1.O. The product is [C:13]([O:17][C:18]([N:20]1[CH2:24][CH2:23][CH2:22][C@H:21]1[CH2:25][O:26][C:27]1[CH:28]=[N:29][CH:30]=[C:31]([C:33]2[O:3][N:1]=[C:4]([CH2:5][O:6][CH:7]3[CH2:12][CH2:11][CH2:10][CH2:9][O:8]3)[CH:34]=2)[CH:32]=1)=[O:19])([CH3:16])([CH3:15])[CH3:14]. The yield is 0.740. (3) The reactants are [C:1]([O:5][C:6]([N:8]([CH3:34])[C:9]([CH2:30][CH2:31][CH:32]=O)([CH2:17][CH2:18][CH2:19][CH2:20][B:21]1[O:25][C:24]([CH3:27])([CH3:26])[C:23]([CH3:29])([CH3:28])[O:22]1)[C:10]([O:12][C:13]([CH3:16])([CH3:15])[CH3:14])=[O:11])=[O:7])([CH3:4])([CH3:3])[CH3:2].[NH:35]1[CH2:39][CH2:38][CH2:37][CH2:36]1.C(O[BH-](OC(=O)C)OC(=O)C)(=O)C.[Na+]. The catalyst is ClCCCl. The product is [C:1]([O:5][C:6]([N:8]([CH3:34])[C:9]([CH2:30][CH2:31][CH2:32][N:35]1[CH2:39][CH2:38][CH2:37][CH2:36]1)([CH2:17][CH2:18][CH2:19][CH2:20][B:21]1[O:25][C:24]([CH3:26])([CH3:27])[C:23]([CH3:29])([CH3:28])[O:22]1)[C:10]([O:12][C:13]([CH3:14])([CH3:15])[CH3:16])=[O:11])=[O:7])([CH3:2])([CH3:4])[CH3:3]. The yield is 0.880. (4) The reactants are [CH2:1]([N:3]1[C:7]([NH2:8])=[CH:6][CH:5]=[N:4]1)[CH3:2].[H-].[Na+].I[CH:12]([CH3:14])[CH3:13].O. The catalyst is C1COCC1.C(OCC)(=O)C. The product is [CH2:1]([N:3]1[C:7]([NH:8][CH:12]([CH3:14])[CH3:13])=[CH:6][CH:5]=[N:4]1)[CH3:2]. The yield is 0.500.